Predict the reaction yield, written as a fraction of the theoretical maximum amount of product (1.0 means a 100% yield; for example, 0.34 means a 34% yield). From a dataset of Reaction yield outcomes from USPTO patents with 853,638 reactions. (1) The reactants are I[C:2]1[CH:3]=[C:4]([CH:7]=[CH:8][CH:9]=1)[CH2:5][NH2:6].CC1(C)C(C)(C)OB([C:18]2[CH:23]=[CH:22][C:21]([CH:24]=[CH:25][C:26]([O:28][CH2:29][CH3:30])=[O:27])=[CH:20][CH:19]=2)O1.P([O-])([O-])([O-])=O.[K+].[K+].[K+].[C:40](Cl)(=[O:48])[CH2:41][CH2:42][CH2:43][CH2:44][CH2:45][CH2:46][CH3:47]. The catalyst is C1(P(C2C=CC=CC=2)C2C=CC=CC=2)C=CC=CC=1.C1(P(C2C=CC=CC=2)C2C=CC=CC=2)C=CC=CC=1.C1(P(C2C=CC=CC=2)C2C=CC=CC=2)C=CC=CC=1.C1(P(C2C=CC=CC=2)C2C=CC=CC=2)C=CC=CC=1.[Pd].O.C(N(CC)CC)C.CN(C)C=O. The product is [C:40]([NH:6][CH2:5][C:4]1[CH:3]=[C:2]([C:18]2[CH:19]=[CH:20][C:21]([CH:24]=[CH:25][C:26]([O:28][CH2:29][CH3:30])=[O:27])=[CH:22][CH:23]=2)[CH:9]=[CH:8][CH:7]=1)(=[O:48])[CH2:41][CH2:42][CH2:43][CH2:44][CH2:45][CH2:46][CH3:47]. The yield is 0.490. (2) The reactants are [NH:1]1[C:5]2[CH:6]=[CH:7][CH:8]=[CH:9][C:4]=2[N:3]=[C:2]1[CH2:10][N:11]1[C@H:24]2[C@@H:15]([CH2:16][CH2:17][C:18]3[C:23]2=[N:22][CH:21]=[CH:20][CH:19]=3)[CH2:14][CH2:13][CH2:12]1.C(=O)([O-])[O-].[K+].[K+].Cl.Cl[CH2:33][C:34]1[N:35]([CH2:39][C:40]2[CH:45]=[CH:44][CH:43]=[CH:42][CH:41]=2)[CH:36]=[CH:37][N:38]=1.[I-].[K+]. The catalyst is CN(C)C=O.O. The product is [C:40]1([CH2:39][N:35]2[CH:36]=[CH:37][N:38]=[C:34]2[CH2:33][N:1]2[C:5]3[CH:6]=[CH:7][CH:8]=[CH:9][C:4]=3[N:3]=[C:2]2[CH2:10][N:11]2[C@H:24]3[C@@H:15]([CH2:16][CH2:17][C:18]4[C:23]3=[N:22][CH:21]=[CH:20][CH:19]=4)[CH2:14][CH2:13][CH2:12]2)[CH:41]=[CH:42][CH:43]=[CH:44][CH:45]=1. The yield is 0.730. (3) The reactants are [CH3:1][C:2]1[O:6][N:5]=[C:4]([C:7]2[CH:12]=[CH:11][CH:10]=[CH:9][CH:8]=2)[C:3]=1[CH2:13]O.S(Cl)([Cl:17])=O. The catalyst is ClCCl.O. The product is [Cl:17][CH2:13][C:3]1[C:4]([C:7]2[CH:12]=[CH:11][CH:10]=[CH:9][CH:8]=2)=[N:5][O:6][C:2]=1[CH3:1]. The yield is 0.930. (4) The reactants are [CH3:1][C:2]1[N:3]=[C:4]([NH2:8])[S:5][C:6]=1[CH3:7].[CH3:9][O:10][CH2:11][CH2:12][Br:13]. No catalyst specified. The product is [BrH:13].[CH3:9][O:10][CH2:11][CH2:12][N:3]1[C:2]([CH3:1])=[C:6]([CH3:7])[S:5][C:4]1=[NH:8]. The yield is 0.560. (5) The reactants are O[CH2:2][CH2:3][CH2:4][N:5]1[C:9]2[CH:10]=[CH:11][C:12]([CH:14]=[O:15])=[CH:13][C:8]=2[NH:7][C:6]1=[O:16].C(Br)(Br)(Br)[Br:18].C1(P(C2C=CC=CC=2)C2C=CC=CC=2)C=CC=CC=1. The catalyst is ClCCl. The product is [Br:18][CH2:2][CH2:3][CH2:4][N:5]1[C:9]2[CH:10]=[CH:11][C:12]([CH:14]=[O:15])=[CH:13][C:8]=2[NH:7][C:6]1=[O:16]. The yield is 0.200. (6) The reactants are Cl[C:2]1[CH:7]=[C:6]([N:8]2[CH2:12][CH2:11][N:10]([C:13]3[CH:14]=[N:15][CH:16]=[CH:17][C:18]=3[CH3:19])[C:9]2=[O:20])[CH:5]=[CH:4][N:3]=1.[NH:21]1[CH2:25][CH2:24][CH2:23][CH2:22]1.C1(C(C2C=CC=CC=2)(P)CC)C=CC=CC=1.CC(C)([O-])C.[K+]. The catalyst is C(Cl)(Cl)Cl.CC([O-])=O.CC([O-])=O.[Pd+2].CO.C1(C)C=CC=CC=1. The product is [CH3:19][C:18]1[CH:17]=[CH:16][N:15]=[CH:14][C:13]=1[N:10]1[CH2:11][CH2:12][N:8]([C:6]2[CH:5]=[CH:4][N:3]=[C:2]([N:21]3[CH2:25][CH2:24][CH2:23][CH2:22]3)[CH:7]=2)[C:9]1=[O:20]. The yield is 0.400.